From a dataset of Reaction yield outcomes from USPTO patents with 853,638 reactions. Predict the reaction yield, written as a fraction of the theoretical maximum amount of product (1.0 means a 100% yield; for example, 0.34 means a 34% yield). The reactants are [CH3:1][C:2]1[CH:10]=[CH:9][CH:8]=[CH:7][C:3]=1[C:4]([OH:6])=[O:5].[Br:11]Br. The catalyst is [Fe].O. The product is [Br:11][C:8]1[CH:9]=[CH:10][C:2]([CH3:1])=[C:3]([CH:7]=1)[C:4]([OH:6])=[O:5]. The yield is 0.190.